Dataset: Reaction yield outcomes from USPTO patents with 853,638 reactions. Task: Predict the reaction yield, written as a fraction of the theoretical maximum amount of product (1.0 means a 100% yield; for example, 0.34 means a 34% yield). (1) The reactants are [CH3:1][C:2]1[C:6]2[C:7](=[O:20])[N:8]([CH2:12][CH2:13][N:14]3[CH2:19][CH2:18][O:17][CH2:16][CH2:15]3)[CH2:9][CH2:10][CH2:11][C:5]=2[NH:4][C:3]=1[CH:21]=O.[Cl:23][C:24]1[CH:25]=[C:26]2[C:30](=[CH:31][CH:32]=1)[NH:29][C:28](=[O:33])[CH2:27]2.N1CCCCC1. The catalyst is C(O)C. The product is [Cl:23][C:24]1[CH:25]=[C:26]2[C:30](=[CH:31][CH:32]=1)[NH:29][C:28](=[O:33])[C:27]2=[CH:21][C:3]1[NH:4][C:5]2[CH2:11][CH2:10][CH2:9][N:8]([CH2:12][CH2:13][N:14]3[CH2:15][CH2:16][O:17][CH2:18][CH2:19]3)[C:7](=[O:20])[C:6]=2[C:2]=1[CH3:1]. The yield is 0.380. (2) The reactants are [CH3:1][O:2][C:3]1[CH:4]=[C:5]2[C:10](=[CH:11][C:12]=1[O:13][CH2:14][CH2:15][O:16][CH3:17])[N:9]=[CH:8][N:7]=[C:6]2[O:18][C:19]1[CH:20]=[C:21]([CH:23]=[CH:24][CH:25]=1)[NH2:22].[C:26]([C:30]1[CH:34]=[C:33]([NH:35][C:36](=O)[O:37]C2C=CC=CC=2)[O:32][N:31]=1)([CH3:29])([CH3:28])[CH3:27]. No catalyst specified. The product is [C:26]([C:30]1[CH:34]=[C:33]([NH:35][C:36]([NH:22][C:21]2[CH:23]=[CH:24][CH:25]=[C:19]([O:18][C:6]3[C:5]4[C:10](=[CH:11][C:12]([O:13][CH2:14][CH2:15][O:16][CH3:17])=[C:3]([O:2][CH3:1])[CH:4]=4)[N:9]=[CH:8][N:7]=3)[CH:20]=2)=[O:37])[O:32][N:31]=1)([CH3:29])([CH3:27])[CH3:28]. The yield is 0.680. (3) The reactants are Cl.[O:2]=[C:3]1[CH2:8][CH2:7][NH:6][CH2:5][CH:4]1[C:9]([O:11][CH3:12])=[O:10].C(=O)([O-])[O-].[Na+].[Na+].[CH3:19][C:20]([O:23][C:24](O[C:24]([O:23][C:20]([CH3:22])([CH3:21])[CH3:19])=[O:25])=[O:25])([CH3:22])[CH3:21]. The catalyst is O.C1COCC1. The product is [O:2]=[C:3]1[CH2:8][CH2:7][N:6]([C:24]([O:23][C:20]([CH3:22])([CH3:21])[CH3:19])=[O:25])[CH2:5][CH:4]1[C:9]([O:11][CH3:12])=[O:10]. The yield is 1.00. (4) The reactants are Br[C:2]1[CH:11]=[C:10]2[C:5]([CH2:6][CH2:7][CH2:8][C:9]2([CH3:13])[CH3:12])=[CH:4][CH:3]=1.C([Sn](CCCC)(CCCC)[C:19]([O:21]CC)=[CH2:20])CCC.Cl. The catalyst is C1COCC1.Cl[Pd](Cl)([P](C1C=CC=CC=1)(C1C=CC=CC=1)C1C=CC=CC=1)[P](C1C=CC=CC=1)(C1C=CC=CC=1)C1C=CC=CC=1. The product is [CH3:12][C:9]1([CH3:13])[C:10]2[CH:11]=[C:2]([C:19](=[O:21])[CH3:20])[CH:3]=[CH:4][C:5]=2[CH2:6][CH2:7][CH2:8]1. The yield is 0.560. (5) The reactants are [CH3:1][O:2][C:3]1[CH:4]=[C:5]([C:11]2[C:20](=O)[C:19]3[C:14](=[CH:15][C:16]([OH:22])=[CH:17][CH:18]=3)[O:13][CH:12]=2)[CH:6]=[CH:7][C:8]=1[O:9][CH3:10].O.[NH2:24][NH2:25]. The catalyst is C(O)C. The product is [CH3:1][O:2][C:3]1[CH:4]=[C:5]([C:11]2[C:20]([C:19]3[CH:18]=[CH:17][C:16]([OH:22])=[CH:15][C:14]=3[OH:13])=[N:24][NH:25][CH:12]=2)[CH:6]=[CH:7][C:8]=1[O:9][CH3:10]. The yield is 0.553. (6) The reactants are [Cl:1][C:2]1[CH:3]=[CH:4][CH:5]=[C:6]2[C:14]=1[NH:13][C:12]1[CH2:11][CH2:10][CH:9]([C:15]([OH:17])=[O:16])[CH2:8][C:7]2=1.C(=O)([O-])[O-].[Cs+].[Cs+].[CH2:24](Br)[C:25]1[CH:30]=[CH:29][CH:28]=[CH:27][CH:26]=1. The catalyst is C(O)C.O. The product is [CH2:24]([O:16][C:15]([CH:9]1[CH2:8][C:7]2[C:6]3[C:14](=[C:2]([Cl:1])[CH:3]=[CH:4][CH:5]=3)[NH:13][C:12]=2[CH2:11][CH2:10]1)=[O:17])[C:25]1[CH:30]=[CH:29][CH:28]=[CH:27][CH:26]=1. The yield is 0.690.